Dataset: Catalyst prediction with 721,799 reactions and 888 catalyst types from USPTO. Task: Predict which catalyst facilitates the given reaction. Reactant: C([N-]C(C)C)(C)C.[Li+].O1CCCC1.C1CCCCC1.[CH3:20][O:21][C:22]([CH:24]1[CH2:28][CH2:27][CH2:26][CH2:25]1)=[O:23].[CH2:29]1[O:38][C:32]([CH2:34][CH2:35][CH2:36]I)([CH3:33])[O:31][CH2:30]1. Product: [CH3:20][O:21][C:22]([C:24]1([CH2:36][CH2:35][CH2:34][CH:32]2[O:31][CH2:30][CH2:29][O:38][CH2:33]2)[CH2:28][CH2:27][CH2:26][CH2:25]1)=[O:23]. The catalyst class is: 220.